Dataset: NCI-60 drug combinations with 297,098 pairs across 59 cell lines. Task: Regression. Given two drug SMILES strings and cell line genomic features, predict the synergy score measuring deviation from expected non-interaction effect. Drug 1: C(=O)(N)NO. Drug 2: CC(C)(C#N)C1=CC(=CC(=C1)CN2C=NC=N2)C(C)(C)C#N. Cell line: SK-OV-3. Synergy scores: CSS=1.19, Synergy_ZIP=0.386, Synergy_Bliss=0.0197, Synergy_Loewe=0.0743, Synergy_HSA=-0.533.